From a dataset of Retrosynthesis with 50K atom-mapped reactions and 10 reaction types from USPTO. Predict the reactants needed to synthesize the given product. (1) Given the product CCOC(=O)C(C)Sc1nc2cc(Cl)ccc2s1, predict the reactants needed to synthesize it. The reactants are: CCOC(=O)C(C)Br.Sc1nc2cc(Cl)ccc2s1. (2) Given the product COc1cc2c(-c3cc4c(Cl)ccnc4n3S(=O)(=O)c3ccc(C)cc3)cn(CCN3CCN(C)CC3)c2cc1OC, predict the reactants needed to synthesize it. The reactants are: CN1CCNCC1.COc1cc2c(-c3cc4c(Cl)ccnc4n3S(=O)(=O)c3ccc(C)cc3)cn(CCI)c2cc1OC. (3) Given the product CC(C)(N[C@@H]1C[C@H](c2cccc(OC(F)(F)F)c2)N(c2ccc(OC(F)(F)F)cc2)C1=O)c1cccc(C(F)(F)F)n1, predict the reactants needed to synthesize it. The reactants are: CC(C)(NC1=C[C@H](c2cccc(OC(F)(F)F)c2)N(c2ccc(OC(F)(F)F)cc2)C1=O)c1cccc(C(F)(F)F)n1. (4) Given the product CC(=O)N1c2ccc(-c3ccc(C(=O)O)cc3C)cc2[C@H](NC(=O)OC(C)C)C[C@@H]1C, predict the reactants needed to synthesize it. The reactants are: COC(=O)c1ccc(-c2ccc3c(c2)[C@H](NC(=O)OC(C)C)C[C@H](C)N3C(C)=O)c(C)c1.